The task is: Predict the reactants needed to synthesize the given product.. This data is from Full USPTO retrosynthesis dataset with 1.9M reactions from patents (1976-2016). (1) Given the product [CH:27]1([O:26][C:22]2[CH:21]=[C:20]([C:18]3[N:3]4[N:4]=[CH:5][C:6]([C:7]([C:9]5[S:10][CH:11]=[CH:12][CH:13]=5)=[O:8])=[C:2]4[N:1]=[CH:16][CH:17]=3)[CH:25]=[CH:24][CH:23]=2)[CH2:28][CH2:29][CH2:30][CH2:31]1, predict the reactants needed to synthesize it. The reactants are: [NH2:1][C:2]1[C:6]([C:7]([C:9]2[S:10][CH:11]=[CH:12][CH:13]=2)=[O:8])=[CH:5][NH:4][N:3]=1.CN(C)[CH:16]=[CH:17][C:18]([C:20]1[CH:25]=[CH:24][CH:23]=[C:22]([O:26][CH:27]2[CH2:31][CH2:30][CH2:29][CH2:28]2)[CH:21]=1)=O. (2) Given the product [NH2:17][C@@H:14]1[CH2:13][CH2:12][C@H:11]([N:8]2[C:9](=[O:10])[C:4]3[CH:3]=[C:2]([F:1])[CH:47]=[N:46][C:5]=3[N:6]([C:26]3[CH:27]=[C:28]([C:40]4[CH:41]=[CH:42][CH:43]=[CH:44][CH:45]=4)[CH:29]=[CH:30][C:31]=3[CH2:32][N:33]3[CH2:39][CH2:38][CH2:37][O:36][CH2:35][CH2:34]3)[C:7]2=[O:25])[CH2:16][CH2:15]1, predict the reactants needed to synthesize it. The reactants are: [F:1][C:2]1[CH:47]=[N:46][C:5]2[N:6]([C:26]3[CH:27]=[C:28]([C:40]4[CH:45]=[CH:44][CH:43]=[CH:42][CH:41]=4)[CH:29]=[CH:30][C:31]=3[CH2:32][N:33]3[CH2:39][CH2:38][CH2:37][O:36][CH2:35][CH2:34]3)[C:7](=[O:25])[N:8]([C@@H:11]3[CH2:16][CH2:15][C@H:14]([NH:17]C(=O)OC(C)(C)C)[CH2:13][CH2:12]3)[C:9](=[O:10])[C:4]=2[CH:3]=1.FC(F)(F)C(O)=O. (3) Given the product [F:1][C:2]1[CH:3]=[CH:4][C:5]([S:16]([CH3:17])=[O:26])=[C:6]([C:8](=[O:15])[CH2:9][N:10]2[CH:14]=[CH:13][CH:12]=[CH:11]2)[CH:7]=1, predict the reactants needed to synthesize it. The reactants are: [F:1][C:2]1[CH:3]=[CH:4][C:5]([S:16][CH3:17])=[C:6]([C:8](=[O:15])[CH2:9][N:10]2[CH:14]=[CH:13][CH:12]=[CH:11]2)[CH:7]=1.ClC1C=CC=C(C(OO)=[O:26])C=1.C(=O)([O-])[O-].[Na+].[Na+]. (4) Given the product [CH:21]1([N:18]2[CH2:17][CH2:16][N:15]([C:13](=[O:14])[CH2:12][N:7]3[CH2:6][CH2:5][C:4]4[C:9](=[CH:10][CH:11]=[C:2]([N:26]5[C:27](=[O:31])[CH:28]=[CH:29][CH:30]=[N:25]5)[CH:3]=4)[CH2:8]3)[CH2:20][CH2:19]2)[CH2:22][CH2:23][CH2:24]1, predict the reactants needed to synthesize it. The reactants are: Br[C:2]1[CH:3]=[C:4]2[C:9](=[CH:10][CH:11]=1)[CH2:8][N:7]([CH2:12][C:13]([N:15]1[CH2:20][CH2:19][N:18]([CH:21]3[CH2:24][CH2:23][CH2:22]3)[CH2:17][CH2:16]1)=[O:14])[CH2:6][CH2:5]2.[N:25]1[NH:26][C:27](=[O:31])[CH:28]=[CH:29][CH:30]=1.OC1C=CC=C2C=1N=CC=C2.C([O-])([O-])=O.[K+].[K+]. (5) Given the product [CH2:6]([O:5][C:3](=[O:4])[C:2]([NH:25][C:23]1[CH:22]=[C:21]([CH3:26])[N:20]=[C:19]([N:10]2[CH2:11][CH2:12][C:13]3[C:18](=[CH:17][CH:16]=[CH:15][CH:14]=3)[CH2:9]2)[CH:24]=1)=[O:8])[CH3:7], predict the reactants needed to synthesize it. The reactants are: Cl[C:2](=[O:8])[C:3]([O:5][CH2:6][CH3:7])=[O:4].[CH2:9]1[C:18]2[C:13](=[CH:14][CH:15]=[CH:16][CH:17]=2)[CH2:12][CH2:11][N:10]1[C:19]1[CH:24]=[C:23]([NH2:25])[CH:22]=[C:21]([CH3:26])[N:20]=1. (6) Given the product [CH:1]1([C:4]2[N:9]=[C:8]([C:10]([NH:23][C:21](=[O:19])[CH3:22])([CH3:12])[CH3:11])[CH:7]=[CH:6][N:5]=2)[CH2:3][CH2:2]1, predict the reactants needed to synthesize it. The reactants are: [CH:1]1([C:4]2[N:9]=[C:8]([C:10](O)([CH3:12])[CH3:11])[CH:7]=[CH:6][N:5]=2)[CH2:3][CH2:2]1.S(=O)(=O)(O)O.[OH-:19].[Na+].[C:21](#[N:23])[CH3:22].